This data is from Catalyst prediction with 721,799 reactions and 888 catalyst types from USPTO. The task is: Predict which catalyst facilitates the given reaction. (1) Reactant: [S:1]([C:5]1[S:9][C:8]([NH:10][S:11]([C:14]2[CH:19]=[CH:18][C:17]([NH:20]C(=O)C)=[CH:16][CH:15]=2)(=[O:13])=[O:12])=[N:7][N:6]=1)(=[O:4])(=[O:3])[NH2:2]. Product: [NH2:20][C:17]1[CH:18]=[CH:19][C:14]([S:11]([NH:10][C:8]2[S:9][C:5]([S:1]([NH2:2])(=[O:3])=[O:4])=[N:6][N:7]=2)(=[O:13])=[O:12])=[CH:15][CH:16]=1. The catalyst class is: 33. (2) Reactant: C(OC(=O)[NH:7][C@H:8]1[CH2:11][C@H:10]([NH:12][C:13]2[C:18]([C:19]#[N:20])=[CH:17][N:16]=[C:15]([NH:21][CH2:22][CH2:23][C:24]3[CH:29]=[CH:28][CH:27]=[C:26]([Cl:30])[CH:25]=3)[N:14]=2)[C:9]1([CH3:32])[CH3:31])(C)(C)C.C(O)(C(F)(F)F)=O. Product: [NH2:7][C@H:8]1[CH2:11][C@H:10]([NH:12][C:13]2[C:18]([C:19]#[N:20])=[CH:17][N:16]=[C:15]([NH:21][CH2:22][CH2:23][C:24]3[CH:29]=[CH:28][CH:27]=[C:26]([Cl:30])[CH:25]=3)[N:14]=2)[C:9]1([CH3:32])[CH3:31]. The catalyst class is: 2.